This data is from Full USPTO retrosynthesis dataset with 1.9M reactions from patents (1976-2016). The task is: Predict the reactants needed to synthesize the given product. (1) Given the product [OH:39][CH:32]([CH2:33][N:34]1[CH2:35][CH2:36][CH2:37][CH2:38]1)[CH2:31][N:30]([CH3:29])[C:25]([C:24]1[CH:23]=[C:22]([CH3:28])[NH:21][C:20]=1/[CH:19]=[C:11]1\[C:12](=[O:18])[NH:13][C:14]2[C:10]\1=[C:9]([C:3]1[CH:4]=[CH:5][CH:6]=[C:7]([F:8])[C:2]=1[F:1])[CH:17]=[CH:16][CH:15]=2)=[O:26], predict the reactants needed to synthesize it. The reactants are: [F:1][C:2]1[C:7]([F:8])=[CH:6][CH:5]=[CH:4][C:3]=1[C:9]1[CH:17]=[CH:16][CH:15]=[C:14]2[C:10]=1/[C:11](=[CH:19]/[C:20]1[NH:21][C:22]([CH3:28])=[CH:23][C:24]=1[C:25](O)=[O:26])/[C:12](=[O:18])[NH:13]2.[CH3:29][NH:30][CH2:31][CH:32]([OH:39])[CH2:33][N:34]1[CH2:38][CH2:37][CH2:36][CH2:35]1.C(Cl)CCl.C1C=CC2N(O)N=NC=2C=1. (2) Given the product [CH:28]([N:23]1[C:24](=[O:27])[CH:25]=[CH:26][C:21]([C:12]2[S:11][C:10]([NH:9][C:7](=[O:8])[C:6]3[CH:31]=[CH:32][C:3]([CH2:2][NH:37][CH2:36][CH2:35][O:34][CH3:33])=[CH:4][CH:5]=3)=[N:14][C:13]=2[C:15]2[CH:16]=[CH:17][CH:18]=[CH:19][CH:20]=2)=[N:22]1)([CH3:30])[CH3:29], predict the reactants needed to synthesize it. The reactants are: Cl[CH2:2][C:3]1[CH:32]=[CH:31][C:6]([C:7]([NH:9][C:10]2[S:11][C:12]([C:21]3[CH:26]=[CH:25][C:24](=[O:27])[N:23]([CH:28]([CH3:30])[CH3:29])[N:22]=3)=[C:13]([C:15]3[CH:20]=[CH:19][CH:18]=[CH:17][CH:16]=3)[N:14]=2)=[O:8])=[CH:5][CH:4]=1.[CH3:33][O:34][CH2:35][CH2:36][NH2:37].C(OCC)(=O)C.C(=O)([O-])O.[Na+]. (3) Given the product [NH2:77][C:75](=[O:76])[CH2:74][N:67]1[CH:66]=[CH:65][C:64]2[C:69](=[CH:70][CH:71]=[CH:72][C:63]=2[NH:62][C:9](=[O:11])[CH2:8][CH:1]2[CH2:2][CH2:3][CH2:4][CH2:5][CH2:6][CH2:7]2)[C:68]1=[O:73], predict the reactants needed to synthesize it. The reactants are: [CH:1]1([CH2:8][C:9]([OH:11])=O)[CH2:7][CH2:6][CH2:5][CH2:4][CH2:3][CH2:2]1.Cl.CN(C)CCCN=C=NCC.F[P-](F)(F)(F)(F)F.C[N+](C)=C(N(C)C)ON1C2N=CC=CC=2N=N1.C(N(CC)C(C)C)(C)C.CN(C)C=O.[NH2:62][C:63]1[CH:72]=[CH:71][CH:70]=[C:69]2[C:64]=1[CH:65]=[CH:66][N:67]([CH2:74][C:75]([NH2:77])=[O:76])[C:68]2=[O:73].